Dataset: Reaction yield outcomes from USPTO patents with 853,638 reactions. Task: Predict the reaction yield, written as a fraction of the theoretical maximum amount of product (1.0 means a 100% yield; for example, 0.34 means a 34% yield). (1) The reactants are C(N)(=O)C1C=CC=CC=1.[F:10][C:11]1[CH:16]=[CH:15][C:14]([C@@:17]([NH:36][C:37](=[O:48])[C:38]2[CH:43]=[CH:42][CH:41]=[C:40]([C:44]([F:47])([F:46])[F:45])[CH:39]=2)([C:25]2[CH:30]=[C:29]([C:31]([F:34])([F:33])[F:32])[CH:28]=[C:27]([F:35])[CH:26]=2)[CH2:18][C:19]2[CH:24]=[CH:23][CH:22]=[CH:21][CH:20]=2)=[CH:13][C:12]=1[OH:49].Br[C:51]([CH3:57])([CH3:56])[C:52]([O:54][CH3:55])=[O:53].C([O-])([O-])=O.[K+].[K+]. The catalyst is CN(C=O)C.CCOC(C)=O. The product is [F:10][C:11]1[CH:16]=[CH:15][C:14]([C@:17]([C:25]2[CH:30]=[C:29]([C:31]([F:32])([F:34])[F:33])[CH:28]=[C:27]([F:35])[CH:26]=2)([NH:36][C:37](=[O:48])[C:38]2[CH:43]=[CH:42][CH:41]=[C:40]([C:44]([F:45])([F:46])[F:47])[CH:39]=2)[CH2:18][C:19]2[CH:20]=[CH:21][CH:22]=[CH:23][CH:24]=2)=[CH:13][C:12]=1[O:49][C:51]([CH3:57])([CH3:56])[C:52]([O:54][CH3:55])=[O:53]. The yield is 0.290. (2) The reactants are [Br:1][C:2]1[CH:7]=[CH:6][CH:5]=[CH:4][C:3]=1[CH2:8][C:9]#[N:10].[CH3:11][O:12][C:13](=[O:18])[CH:14]=[CH:15]OC.CC(C)([O-])C.[Na+].C(O)(=O)CC(CC(O)=O)(C(O)=O)O. The catalyst is O1CCCC1.C(OC)(C)(C)C. The product is [CH3:11][O:12][C:13](=[O:18])[CH2:14][CH:15]=[C:8]([C:3]1[CH:4]=[CH:5][CH:6]=[CH:7][C:2]=1[Br:1])[C:9]#[N:10]. The yield is 0.960. (3) The reactants are [CH:1]([C:4]1[C:5]([O:31][CH2:32][CH2:33][CH3:34])=[C:6]([CH:28]=[CH:29][CH:30]=1)[CH2:7][N:8]([CH3:27])[C:9](=[O:26])/[CH:10]=[CH:11]/[C:12]1[CH:25]=[N:24][C:15]2[NH:16][C:17](=[O:23])[C:18](C)(C)[NH:19][CH2:20][C:14]=2[CH:13]=1)([CH3:3])[CH3:2].[ClH:35]. The catalyst is C(Cl)Cl.C(OCC)C. The product is [ClH:35].[CH:1]([C:4]1[C:5]([O:31][CH2:32][CH2:33][CH3:34])=[C:6]([CH:28]=[CH:29][CH:30]=1)[CH2:7][N:8]([CH3:27])[C:9](=[O:26])/[CH:10]=[CH:11]/[C:12]1[CH:25]=[N:24][C:15]2[NH:16][C:17](=[O:23])[CH2:18][NH:19][CH2:20][C:14]=2[CH:13]=1)([CH3:3])[CH3:2]. The yield is 0.910. (4) The reactants are C([O:8][C:9]1[CH:14]=[CH:13][C:12]([CH2:15][CH2:16][S:17][CH:18]([CH2:23][C:24]2[CH:29]=[CH:28][C:27]([CH2:30][CH2:31][O:32][C:33]3[CH:38]=[CH:37][C:36]([O:39][S:40]([CH3:43])(=[O:42])=[O:41])=[CH:35][CH:34]=3)=[CH:26][CH:25]=2)[C:19]([O:21][CH3:22])=[O:20])=[CH:11][CH:10]=1)C1C=CC=CC=1.ClCCl.CSC.B(F)(F)F.CCOCC. The catalyst is O. The product is [OH:8][C:9]1[CH:14]=[CH:13][C:12]([CH2:15][CH2:16][S:17][CH:18]([CH2:23][C:24]2[CH:29]=[CH:28][C:27]([CH2:30][CH2:31][O:32][C:33]3[CH:34]=[CH:35][C:36]([O:39][S:40]([CH3:43])(=[O:42])=[O:41])=[CH:37][CH:38]=3)=[CH:26][CH:25]=2)[C:19]([O:21][CH3:22])=[O:20])=[CH:11][CH:10]=1. The yield is 0.670.